Predict the reactants needed to synthesize the given product. From a dataset of Full USPTO retrosynthesis dataset with 1.9M reactions from patents (1976-2016). (1) Given the product [OH:41][C:38]([CH3:40])([CH3:39])[C:37]#[C:36][C:3]1[N:4]=[C:5]([N:7]([C:29]([O:31][C:32]([CH3:35])([CH3:34])[CH3:33])=[O:30])[CH2:8][C@@H:9]([NH:21][C:22](=[O:28])[O:23][C:24]([CH3:27])([CH3:26])[CH3:25])[CH2:10][C:11]2[CH:12]=[CH:13][C:14]([C:17]([F:19])([F:18])[F:20])=[CH:15][CH:16]=2)[S:6][C:2]=1[C:48]1[CH:47]=[C:46]2[C:51](=[CH:50][CH:49]=1)[CH:42]=[N:43][CH:44]=[CH:45]2, predict the reactants needed to synthesize it. The reactants are: Br[C:2]1[S:6][C:5]([N:7]([C:29]([O:31][C:32]([CH3:35])([CH3:34])[CH3:33])=[O:30])[CH2:8][C@@H:9]([NH:21][C:22](=[O:28])[O:23][C:24]([CH3:27])([CH3:26])[CH3:25])[CH2:10][C:11]2[CH:16]=[CH:15][C:14]([C:17]([F:20])([F:19])[F:18])=[CH:13][CH:12]=2)=[N:4][C:3]=1[C:36]#[C:37][C:38]([OH:41])([CH3:40])[CH3:39].[CH:42]1[C:51]2[C:46](=[CH:47][C:48](B(O)O)=[CH:49][CH:50]=2)[CH:45]=[CH:44][N:43]=1.C(=O)([O-])[O-].[Na+].[Na+].O. (2) Given the product [C:19]([O:18][C:16]([N:13]1[CH2:12][CH2:11][C:10]([CH2:5][CH2:4][CH:3]=[CH2:2])([OH:9])[CH2:15][CH2:14]1)=[O:17])([CH3:22])([CH3:21])[CH3:20], predict the reactants needed to synthesize it. The reactants are: Br[CH2:2][CH2:3][CH:4]=[CH2:5].[Mg].II.[O:9]=[C:10]1[CH2:15][CH2:14][N:13]([C:16]([O:18][C:19]([CH3:22])([CH3:21])[CH3:20])=[O:17])[CH2:12][CH2:11]1. (3) Given the product [C:43]([O:47][C:48]([NH:50][CH:51]1[CH:56]([N:24]2[C:20](=[O:30])[C:21]3[C:22](=[CH:26][CH:27]=[CH:28][CH:29]=3)[C:23]2=[O:25])[CH2:55][CH2:54][N:53]([C:58]([O:60][CH2:61][C:62]2[CH:67]=[CH:66][CH:65]=[CH:64][CH:63]=2)=[O:59])[CH2:52]1)=[O:49])([CH3:46])([CH3:44])[CH3:45], predict the reactants needed to synthesize it. The reactants are: C1C=CC(P(C2C=CC=CC=2)C2C=CC=CC=2)=CC=1.[C:20]1(=[O:30])[NH:24][C:23](=[O:25])[C:22]2=[CH:26][CH:27]=[CH:28][CH:29]=[C:21]12.N(C(OCC)=O)=NC(OCC)=O.[C:43]([O:47][C:48]([NH:50][CH:51]1[CH:56](O)[CH2:55][CH2:54][N:53]([C:58]([O:60][CH2:61][C:62]2[CH:67]=[CH:66][CH:65]=[CH:64][CH:63]=2)=[O:59])[CH2:52]1)=[O:49])([CH3:46])([CH3:45])[CH3:44]. (4) Given the product [F:34][C:31]([F:32])([F:33])[C:28]1[CH:27]=[CH:26][C:25]([C:20]2[C:19]([C:17]([NH:16][C:11]3[CH:10]=[C:9]4[C:14]([CH:15]=[C:6]([C:4]([OH:5])=[O:3])[CH:7]=[N:8]4)=[CH:13][CH:12]=3)=[O:18])=[CH:24][CH:23]=[CH:22][CH:21]=2)=[CH:30][CH:29]=1, predict the reactants needed to synthesize it. The reactants are: C([O:3][C:4]([C:6]1[CH:7]=[N:8][C:9]2[C:14]([CH:15]=1)=[CH:13][CH:12]=[C:11]([NH:16][C:17]([C:19]1[C:20]([C:25]3[CH:30]=[CH:29][C:28]([C:31]([F:34])([F:33])[F:32])=[CH:27][CH:26]=3)=[CH:21][CH:22]=[CH:23][CH:24]=1)=[O:18])[CH:10]=2)=[O:5])C.[OH-].[Na+].